This data is from Forward reaction prediction with 1.9M reactions from USPTO patents (1976-2016). The task is: Predict the product of the given reaction. (1) The product is: [CH3:28][CH2:23][CH:21]1[O:20][CH2:18][CH2:17][N:22]1[C:2]1([CH2:7][CH3:6])[O:20][CH2:18][CH2:17][N:22]1[C:21]1([CH2:23][CH3:28])[O:20][CH2:18][CH2:17][NH:22]1. Given the reactants C[C:2]1[CH:7]=[CH:6]C(S(OC)(=O)=O)=CC=1.CCO/C=[C:17]1\[C:18]([O:20][C:21]([C:23]2[CH:28]=CC=CC=2)=[N:22]\1)=O, predict the reaction product. (2) The product is: [C:11]1([C@H:9]2[C@H:7]([C:1]3[CH:2]=[CH:3][CH:4]=[CH:5][CH:6]=3)[O:8][C:17]3([CH2:22][CH2:21][CH:20]=[CH:27]3)[O:10]2)[CH:16]=[CH:15][CH:14]=[CH:13][CH:12]=1. Given the reactants [C:1]1([C@@H:7]([C@H:9]([C:11]2[CH:16]=[CH:15][CH:14]=[CH:13][CH:12]=2)[OH:10])[OH:8])[CH:6]=[CH:5][CH:4]=[CH:3][CH:2]=1.[C:17]1([CH3:27])[CH:22]=[CH:21][C:20](S([O-])(=O)=O)=CC=1.[NH+]1C=CC=CC=1.C1(=O)CCC=C1, predict the reaction product. (3) Given the reactants [O:1]1[CH2:5][CH2:4][CH2:3][C@@H:2]1[C:6](=[O:9])[CH2:7][CH3:8].[BH4-].[Na+], predict the reaction product. The product is: [O:1]1[CH2:5][CH2:4][CH2:3][CH:2]1[C@H:6]([OH:9])[CH2:7][CH3:8].